Dataset: Forward reaction prediction with 1.9M reactions from USPTO patents (1976-2016). Task: Predict the product of the given reaction. (1) Given the reactants [O:1]1[C@H:5]2[O:6][CH2:7][CH2:8][C@H:4]2[C@@H:3]([O:9][C:10]([NH:12][C@H:13]([C@H:28]([OH:47])[CH2:29][N:30]([S:35]([C:38]2[CH:46]=[CH:45][C:41]3[O:42][CH2:43][O:44][C:40]=3[CH:39]=2)(=[O:37])=[O:36])[CH2:31][CH:32]([CH3:34])[CH3:33])[CH2:14][C:15]2[CH:27]=[CH:26][C:18]([O:19][CH2:20][C:21]([O:23]CC)=[O:22])=[CH:17][CH:16]=2)=[O:11])[CH2:2]1.O.[OH-].[Li+], predict the reaction product. The product is: [O:1]1[C@H:5]2[O:6][CH2:7][CH2:8][C@H:4]2[C@@H:3]([O:9][C:10]([NH:12][C@H:13]([C@H:28]([OH:47])[CH2:29][N:30]([S:35]([C:38]2[CH:46]=[CH:45][C:41]3[O:42][CH2:43][O:44][C:40]=3[CH:39]=2)(=[O:37])=[O:36])[CH2:31][CH:32]([CH3:33])[CH3:34])[CH2:14][C:15]2[CH:27]=[CH:26][C:18]([O:19][CH2:20][C:21]([OH:23])=[O:22])=[CH:17][CH:16]=2)=[O:11])[CH2:2]1. (2) Given the reactants C([O:8][C:9]1[C:10]([NH2:21])=[N:11][CH:12]=[C:13]([C:15]2[CH:20]=[CH:19][CH:18]=[CH:17][CH:16]=2)[CH:14]=1)C1C=CC=CC=1, predict the reaction product. The product is: [NH2:21][C:10]1[C:9]([OH:8])=[CH:14][C:13]([C:15]2[CH:20]=[CH:19][CH:18]=[CH:17][CH:16]=2)=[CH:12][N:11]=1. (3) Given the reactants [Cl:1][C:2]1[CH:10]=[CH:9][CH:8]=[C:7]2[C:3]=1[C:4]([C:15]([OH:17])=O)=[CH:5][N:6]2[CH2:11][CH2:12][O:13][CH3:14].CC[N:20]([CH2:23][CH3:24])CC.N1([OH:34])C2C=CC=CC=2N=N1.[CH2:35](Cl)[CH2:36]Cl.[CH2:39]1[CH2:43][O:42][CH2:41][CH2:40]1, predict the reaction product. The product is: [O:42]1[C:41]2[CH:40]=[CH:39][C:24]([CH2:23][NH:20][C:15]([C:4]3[C:3]4[C:7](=[CH:8][CH:9]=[CH:10][C:2]=4[Cl:1])[N:6]([CH2:11][CH2:12][O:13][CH3:14])[CH:5]=3)=[O:17])=[CH:35][C:36]=2[O:34][CH2:43]1. (4) Given the reactants [CH2:1]([O:8][CH2:9][C:10]([CH3:15])([CH3:14])[C:11](O)=[O:12])[C:2]1[CH:7]=[CH:6][CH:5]=[CH:4][CH:3]=1.CC[N:18](CC)CC.ClC(OCC)=O.N, predict the reaction product. The product is: [CH2:1]([O:8][CH2:9][C:10]([CH3:15])([CH3:14])[C:11]([NH2:18])=[O:12])[C:2]1[CH:7]=[CH:6][CH:5]=[CH:4][CH:3]=1. (5) Given the reactants [CH2:1]([NH:3][C:4]([NH:6][C:7]1[CH:12]=[CH:11][C:10]([C:13]2[N:21]=[C:20]3[C:16]([N:17]=[C:18]([C:24]4([OH:28])CO[CH2:25]4)[N:19]3[CH2:22]C)=[C:15]([N:29]3[CH2:34][CH2:33][O:32][CH2:31][C@@H:30]3[CH3:35])[N:14]=2)=[CH:9][CH:8]=1)=[O:5])[CH3:2].ClC1N=C2C(N=C(C3(O)C[N:49]([C:51]([O:53][C:54]([CH3:57])([CH3:56])[CH3:55])=[O:52])[CH2:48]3)N2C)=C(N2CCOC[C@@H]2C)N=1, predict the reaction product. The product is: [CH2:1]([NH:3][C:4](=[O:5])[NH:6][C:7]1[CH:8]=[CH:9][C:10]([C:13]2[N:21]=[C:20]3[C:16]([N:17]=[C:18]([C:24]4([OH:28])[CH2:25][N:49]([C:51]([O:53][C:54]([CH3:57])([CH3:56])[CH3:55])=[O:52])[CH2:48]4)[N:19]3[CH3:22])=[C:15]([N:29]3[CH2:34][CH2:33][O:32][CH2:31][C@@H:30]3[CH3:35])[N:14]=2)=[CH:11][CH:12]=1)[CH3:2]. (6) Given the reactants [CH3:1][C:2]([OH:7])([CH3:6])[CH2:3][CH2:4][OH:5].C(N(CC)CC)C.[CH3:15][C:16]1[CH:21]=[CH:20][C:19]([S:22](Cl)(=[O:24])=[O:23])=[CH:18][CH:17]=1, predict the reaction product. The product is: [CH3:15][C:16]1[CH:21]=[CH:20][C:19]([S:22]([O:5][CH2:4][CH2:3][C:2]([OH:7])([CH3:6])[CH3:1])(=[O:24])=[O:23])=[CH:18][CH:17]=1. (7) Given the reactants CON(C)[C:4](=[O:28])[CH2:5][CH2:6][CH2:7][S:8][C:9]([C:22]1[CH:27]=[CH:26][CH:25]=[CH:24][CH:23]=1)([C:16]1[CH:21]=[CH:20][CH:19]=[CH:18][CH:17]=1)[C:10]1[CH:15]=[CH:14][CH:13]=[CH:12][CH:11]=1.[Cl:30][C:31]1[CH:32]=[C:33]([Mg]Br)[CH:34]=[CH:35][CH:36]=1, predict the reaction product. The product is: [Cl:30][C:31]1[CH:36]=[C:35]([C:4](=[O:28])[CH2:5][CH2:6][CH2:7][S:8][C:9]([C:22]2[CH:23]=[CH:24][CH:25]=[CH:26][CH:27]=2)([C:16]2[CH:21]=[CH:20][CH:19]=[CH:18][CH:17]=2)[C:10]2[CH:15]=[CH:14][CH:13]=[CH:12][CH:11]=2)[CH:34]=[CH:33][CH:32]=1. (8) Given the reactants [CH2:1]([O:8][C:9]1[C:10]2[CH2:11][N:12](S(C3C=CC=CC=3[N+]([O-])=O)(=O)=O)[CH2:13][CH2:14][N:15](S(C3C=CC=CC=3[N+]([O-])=O)(=O)=O)[CH2:16][CH2:17][N:18](S(C3C=CC=CC=3[N+]([O-])=O)(=O)=O)[CH2:19][C:20]([N:23]=2)=[CH:21][CH:22]=1)[C:2]1[CH:7]=[CH:6][CH:5]=[CH:4][CH:3]=1.[Li+].[OH-].C(O)(=O)CS, predict the reaction product. The product is: [CH2:1]([O:8][C:9]1[C:10]2[CH2:11][NH:12][CH2:13][CH2:14][NH:15][CH2:16][CH2:17][NH:18][CH2:19][C:20]([N:23]=2)=[CH:21][CH:22]=1)[C:2]1[CH:3]=[CH:4][CH:5]=[CH:6][CH:7]=1. (9) Given the reactants [OH-:1].[K+].C(O)C[OH:5].[Br:7][C:8]1[CH:13]=[CH:12][C:11]([C:14]2([C:17]#N)[CH2:16][CH2:15]2)=[CH:10][CH:9]=1, predict the reaction product. The product is: [Br:7][C:8]1[CH:13]=[CH:12][C:11]([C:14]2([C:17]([OH:5])=[O:1])[CH2:16][CH2:15]2)=[CH:10][CH:9]=1.